From a dataset of NCI-60 drug combinations with 297,098 pairs across 59 cell lines. Regression. Given two drug SMILES strings and cell line genomic features, predict the synergy score measuring deviation from expected non-interaction effect. (1) Drug 1: CC12CCC(CC1=CCC3C2CCC4(C3CC=C4C5=CN=CC=C5)C)O. Drug 2: C1C(C(OC1N2C=NC3=C(N=C(N=C32)Cl)N)CO)O. Cell line: KM12. Synergy scores: CSS=15.1, Synergy_ZIP=-6.97, Synergy_Bliss=-3.88, Synergy_Loewe=-2.66, Synergy_HSA=-3.83. (2) Drug 1: CC1=C(C(=O)C2=C(C1=O)N3CC4C(C3(C2COC(=O)N)OC)N4)N. Drug 2: C1C(C(OC1N2C=NC3=C2NC=NCC3O)CO)O. Cell line: MCF7. Synergy scores: CSS=19.7, Synergy_ZIP=-2.34, Synergy_Bliss=2.25, Synergy_Loewe=-8.20, Synergy_HSA=0.978.